Dataset: Full USPTO retrosynthesis dataset with 1.9M reactions from patents (1976-2016). Task: Predict the reactants needed to synthesize the given product. (1) Given the product [Br:14][CH2:8][C:7]1[C:2]([CH3:1])=[N:3][C:4]([C:10]([F:13])([F:12])[F:11])=[CH:5][CH:6]=1, predict the reactants needed to synthesize it. The reactants are: [CH3:1][C:2]1[C:7]([CH2:8]O)=[CH:6][CH:5]=[C:4]([C:10]([F:13])([F:12])[F:11])[N:3]=1.[BrH:14]. (2) Given the product [CH3:14][S:15]([N:11]1[CH2:12][CH2:13][C@@H:9]([NH2:8])[CH2:10]1)(=[O:17])=[O:16], predict the reactants needed to synthesize it. The reactants are: C(OC([NH:8][C@@H:9]1[CH2:13][CH2:12][NH:11][CH2:10]1)=O)(C)(C)C.[CH3:14][S:15](Cl)(=[O:17])=[O:16]. (3) Given the product [OH:28][CH2:27][CH2:26][CH2:25][CH2:24][CH2:23][CH2:22][NH:21][C:18]([C:4]1[NH:5][C:6]([CH:7]=[C:8]2[C:16]3[C:11](=[CH:12][CH:13]=[CH:14][CH:15]=3)[NH:10][C:9]2=[O:17])=[C:2]([CH3:1])[CH:3]=1)=[O:20], predict the reactants needed to synthesize it. The reactants are: [CH3:1][C:2]1[CH:3]=[C:4]([C:18]([OH:20])=O)[NH:5][C:6]=1[CH:7]=[C:8]1[C:16]2[C:11](=[CH:12][CH:13]=[CH:14][CH:15]=2)[NH:10][C:9]1=[O:17].[NH2:21][CH2:22][CH2:23][CH2:24][CH2:25][CH2:26][CH2:27][OH:28].CCN(CC)CC.